From a dataset of Full USPTO retrosynthesis dataset with 1.9M reactions from patents (1976-2016). Predict the reactants needed to synthesize the given product. (1) Given the product [CH2:26]([O:25][C:23](=[O:24])[CH:12]([C@H:11]([CH2:10][CH:9]([CH3:8])[CH3:40])[C:33]([OH:35])=[O:34])[C:13]([O:15][CH2:16][C:17]1[CH:18]=[CH:19][CH:20]=[CH:21][CH:22]=1)=[O:14])[C:27]1[CH:28]=[CH:29][CH:30]=[CH:31][CH:32]=1, predict the reactants needed to synthesize it. The reactants are: C(O)(C(F)(F)F)=O.[CH3:8][CH:9]([CH3:40])[CH2:10][C@H:11]([C:33]([O:35]C(C)(C)C)=[O:34])[CH:12]([C:23]([O:25][CH2:26][C:27]1[CH:32]=[CH:31][CH:30]=[CH:29][CH:28]=1)=[O:24])[C:13]([O:15][CH2:16][C:17]1[CH:22]=[CH:21][CH:20]=[CH:19][CH:18]=1)=[O:14].CCCCCC. (2) Given the product [Br:12][C:13]1[CH:21]=[CH:20][C:16]([C:17]([NH:1][C:2]2[CH:11]=[C:10]3[C:5]([CH:6]=[CH:7][CH:8]=[N:9]3)=[CH:4][CH:3]=2)=[O:18])=[CH:15][CH:14]=1, predict the reactants needed to synthesize it. The reactants are: [NH2:1][C:2]1[CH:11]=[C:10]2[C:5]([CH:6]=[CH:7][CH:8]=[N:9]2)=[CH:4][CH:3]=1.[Br:12][C:13]1[CH:21]=[CH:20][C:16]([C:17](O)=[O:18])=[CH:15][CH:14]=1. (3) The reactants are: S(Cl)([Cl:3])=O.[Cl:5][C:6]1[CH:11]=[CH:10][C:9]([NH:12][C:13]2[N:18]=[CH:17][C:16]([CH2:19]O)=[CH:15][N:14]=2)=[CH:8][CH:7]=1. Given the product [Cl:3][CH2:19][C:16]1[CH:15]=[N:14][C:13]([NH:12][C:9]2[CH:10]=[CH:11][C:6]([Cl:5])=[CH:7][CH:8]=2)=[N:18][CH:17]=1, predict the reactants needed to synthesize it. (4) Given the product [CH3:22][O:21][C:18]1[CH:19]=[C:20]2[C:15](=[CH:16][C:17]=1[O:23][CH2:24][CH2:25][O:26][CH3:27])[N:14]=[CH:13][N:12]=[C:11]2[NH:10][C:6]1[C:7]([CH:8]=[C:2]([O:28][C:29]2[CH:30]=[N:31][CH:32]=[CH:33][CH:34]=2)[C:3](=[O:4])[CH:5]=1)=[O:9], predict the reactants needed to synthesize it. The reactants are: Cl[C:2]1[C:3]([CH:5]=[C:6]([NH:10][C:11]2[C:20]3[C:15](=[CH:16][C:17]([O:23][CH2:24][CH2:25][O:26][CH3:27])=[C:18]([O:21][CH3:22])[CH:19]=3)[N:14]=[CH:13][N:12]=2)[C:7](=[O:9])[CH:8]=1)=[O:4].[OH:28][C:29]1[CH:30]=[N:31][CH:32]=[CH:33][CH:34]=1.